Dataset: NCI-60 drug combinations with 297,098 pairs across 59 cell lines. Task: Regression. Given two drug SMILES strings and cell line genomic features, predict the synergy score measuring deviation from expected non-interaction effect. (1) Drug 1: CCC1=CC2CC(C3=C(CN(C2)C1)C4=CC=CC=C4N3)(C5=C(C=C6C(=C5)C78CCN9C7C(C=CC9)(C(C(C8N6C)(C(=O)OC)O)OC(=O)C)CC)OC)C(=O)OC.C(C(C(=O)O)O)(C(=O)O)O. Drug 2: CC1=C2C(C(=O)C3(C(CC4C(C3C(C(C2(C)C)(CC1OC(=O)C(C(C5=CC=CC=C5)NC(=O)OC(C)(C)C)O)O)OC(=O)C6=CC=CC=C6)(CO4)OC(=O)C)O)C)O. Cell line: MDA-MB-435. Synergy scores: CSS=83.4, Synergy_ZIP=4.29, Synergy_Bliss=3.95, Synergy_Loewe=4.20, Synergy_HSA=8.19. (2) Drug 1: CC(C1=C(C=CC(=C1Cl)F)Cl)OC2=C(N=CC(=C2)C3=CN(N=C3)C4CCNCC4)N. Drug 2: CCCS(=O)(=O)NC1=C(C(=C(C=C1)F)C(=O)C2=CNC3=C2C=C(C=N3)C4=CC=C(C=C4)Cl)F. Cell line: HCC-2998. Synergy scores: CSS=-3.82, Synergy_ZIP=1.73, Synergy_Bliss=-2.19, Synergy_Loewe=-18.2, Synergy_HSA=-11.2. (3) Drug 1: COC1=CC(=CC(=C1O)OC)C2C3C(COC3=O)C(C4=CC5=C(C=C24)OCO5)OC6C(C(C7C(O6)COC(O7)C8=CC=CS8)O)O. Drug 2: C(CC(=O)O)C(=O)CN.Cl. Cell line: SK-MEL-28. Synergy scores: CSS=12.1, Synergy_ZIP=-10.0, Synergy_Bliss=-7.68, Synergy_Loewe=-11.8, Synergy_HSA=-5.41. (4) Drug 1: CN(C)C1=NC(=NC(=N1)N(C)C)N(C)C. Drug 2: CC1=C2C(C(=O)C3(C(CC4C(C3C(C(C2(C)C)(CC1OC(=O)C(C(C5=CC=CC=C5)NC(=O)OC(C)(C)C)O)O)OC(=O)C6=CC=CC=C6)(CO4)OC(=O)C)O)C)O. Cell line: HT29. Synergy scores: CSS=29.4, Synergy_ZIP=4.63, Synergy_Bliss=4.60, Synergy_Loewe=-54.1, Synergy_HSA=0.129. (5) Drug 1: CN1CCC(CC1)COC2=C(C=C3C(=C2)N=CN=C3NC4=C(C=C(C=C4)Br)F)OC. Drug 2: CC1C(C(CC(O1)OC2CC(CC3=C2C(=C4C(=C3O)C(=O)C5=CC=CC=C5C4=O)O)(C(=O)C)O)N)O. Cell line: SK-MEL-2. Synergy scores: CSS=23.6, Synergy_ZIP=2.25, Synergy_Bliss=3.17, Synergy_Loewe=-28.1, Synergy_HSA=-1.02.